Dataset: Reaction yield outcomes from USPTO patents with 853,638 reactions. Task: Predict the reaction yield, written as a fraction of the theoretical maximum amount of product (1.0 means a 100% yield; for example, 0.34 means a 34% yield). (1) The reactants are [NH2:1][C:2]1[CH:3]=[C:4]([CH:10]=[CH:11][CH:12]=1)[C:5]([O:7][CH2:8][CH3:9])=[O:6].C(N(CC)CC)C.FC(F)(F)S(O[Si:26]([CH3:29])([CH3:28])[CH3:27])(=O)=O. The catalyst is C1(C)C=CC=CC=1. The product is [CH3:27][Si:26]([N:1]([Si:26]([CH3:29])([CH3:28])[CH3:27])[C:2]1[CH:3]=[C:4]([CH:10]=[CH:11][CH:12]=1)[C:5]([O:7][CH2:8][CH3:9])=[O:6])([CH3:29])[CH3:28]. The yield is 0.920. (2) The reactants are C([O:5][C:6](=[O:28])[CH2:7][N:8]([C:11]([O:13][CH2:14][CH:15]1[C:27]2[C:22](=[CH:23][CH:24]=[CH:25][CH:26]=2)[C:21]2[C:16]1=[CH:17][CH:18]=[CH:19][CH:20]=2)=[O:12])[NH:9][CH3:10])(C)(C)C. The catalyst is Cl. The product is [C:11]([N:8]([CH2:7][C:6]([OH:28])=[O:5])[NH:9][CH3:10])([O:13][CH2:14][CH:15]1[C:27]2[C:22](=[CH:23][CH:24]=[CH:25][CH:26]=2)[C:21]2[C:16]1=[CH:17][CH:18]=[CH:19][CH:20]=2)=[O:12]. The yield is 0.720. (3) The reactants are [C:1]([O:5][C:6]([N:8]1[CH2:13][CH2:12][NH:11][CH2:10][CH:9]1C(OC(C)(C)C)=O)=[O:7])([CH3:4])(C)C.C(N([CH2:26][CH3:27])CC)C.[F:28][C:29]1[CH:34]=[CH:33][CH:32]=[C:31]([F:35])[C:30]=1[S:36](Cl)(=[O:38])=[O:37]. The catalyst is ClCCl. The product is [F:28][C:29]1[CH:34]=[CH:33][CH:32]=[C:31]([F:35])[C:30]=1[S:36]([N:11]1[CH2:10][CH2:9][N:8]([C:6]([O:5][CH2:1][CH2:4][CH2:26][CH3:27])=[O:7])[CH2:13][CH2:12]1)(=[O:38])=[O:37]. The yield is 0.800. (4) The reactants are [NH2:1][C:2]1[CH:7]=[CH:6][C:5]([CH3:8])=[CH:4][CH:3]=1.C[Al](C)C.[F:13][C:14]1[CH:19]=[C:18]([F:20])[CH:17]=[CH:16][C:15]=1[C@@:21]([OH:47])([CH2:41][N:42]1[CH:46]=[N:45][CH:44]=[N:43]1)[C@H:22]([S:24][C@@H:25]1[CH2:30][O:29][C@@H:28]([C:31]2[CH:40]=[CH:39][C:34]([C:35](OC)=[O:36])=[CH:33][CH:32]=2)[O:27][CH2:26]1)[CH3:23]. No catalyst specified. The product is [F:13][C:14]1[CH:19]=[C:18]([F:20])[CH:17]=[CH:16][C:15]=1[C@@:21]([OH:47])([CH2:41][N:42]1[CH:46]=[N:45][CH:44]=[N:43]1)[C@H:22]([S:24][C@@H:25]1[CH2:30][O:29][C@@H:28]([C:31]2[CH:32]=[CH:33][C:34]([C:35]([NH:1][C:2]3[CH:7]=[CH:6][C:5]([CH3:8])=[CH:4][CH:3]=3)=[O:36])=[CH:39][CH:40]=2)[O:27][CH2:26]1)[CH3:23]. The yield is 0.960. (5) The reactants are Cl[C:2]1[C:7]([Cl:8])=[CH:6][N:5]=[C:4]([C:9]2[CH:10]=[N:11][N:12]3[CH:17]=[CH:16][N:15]=[CH:14][C:13]=23)[N:3]=1.[F:18][C:19]1[CH:20]=[CH:21][C:22]([CH2:25][NH2:26])=[N:23][CH:24]=1.C(N(C(C)C)CC)(C)C. The catalyst is O1CCCC1. The product is [Cl:8][C:7]1[C:2]([NH:26][CH2:25][C:22]2[CH:21]=[CH:20][C:19]([F:18])=[CH:24][N:23]=2)=[N:3][C:4]([C:9]2[CH:10]=[N:11][N:12]3[CH:17]=[CH:16][N:15]=[CH:14][C:13]=23)=[N:5][CH:6]=1. The yield is 0.390.